This data is from Catalyst prediction with 721,799 reactions and 888 catalyst types from USPTO. The task is: Predict which catalyst facilitates the given reaction. The catalyst class is: 209. Product: [C:35]([O:34][C:32]([N:8]([C:6]([O:5][C:1]([CH3:4])([CH3:3])[CH3:2])=[O:7])[C:9]1[C:14]([C:15]([O:17][CH3:18])=[O:16])=[C:13]([CH:19]=[CH2:20])[C:12]([C:21]2[NH:22][N:23]=[CH:24][CH:25]=2)=[CH:11][CH:10]=1)=[O:33])([CH3:38])([CH3:36])[CH3:37]. Reactant: [C:1]([O:5][C:6]([N:8]([C:32]([O:34][C:35]([CH3:38])([CH3:37])[CH3:36])=[O:33])[C:9]1[C:14]([C:15]([O:17][CH3:18])=[O:16])=[C:13]([CH:19]=[CH2:20])[C:12]([C:21]2[N:22](C3CCCCO3)[N:23]=[CH:24][CH:25]=2)=[CH:11][CH:10]=1)=[O:7])([CH3:4])([CH3:3])[CH3:2].C(=O)(O)[O-].[Na+].